Dataset: CYP2C19 inhibition data for predicting drug metabolism from PubChem BioAssay. Task: Regression/Classification. Given a drug SMILES string, predict its absorption, distribution, metabolism, or excretion properties. Task type varies by dataset: regression for continuous measurements (e.g., permeability, clearance, half-life) or binary classification for categorical outcomes (e.g., BBB penetration, CYP inhibition). Dataset: cyp2c19_veith. (1) The compound is COc1ccc2[nH]cc(CCNc3ccnc(-c4cccnc4)n3)c2c1. The result is 1 (inhibitor). (2) The drug is COc1ccc(C(=O)NC(=S)Nc2cccc(Cl)c2N2CCOCC2)cc1[N+](=O)[O-]. The result is 1 (inhibitor).